From a dataset of Ames mutagenicity test results for genotoxicity prediction. Regression/Classification. Given a drug SMILES string, predict its toxicity properties. Task type varies by dataset: regression for continuous values (e.g., LD50, hERG inhibition percentage) or binary classification for toxic/non-toxic outcomes (e.g., AMES mutagenicity, cardiotoxicity, hepatotoxicity). Dataset: ames. (1) The drug is O=C1OC(O)C(C(Br)Br)=C1Cl. The result is 1 (mutagenic). (2) The compound is C=CC(=O)OC[C@H]1CO1. The result is 1 (mutagenic). (3) The compound is CC1=CC[C@@H]2C(C)=CC[C@H](C(C)(C)C)[C@H]2C1. The result is 0 (non-mutagenic).